This data is from NCI-60 drug combinations with 297,098 pairs across 59 cell lines. The task is: Regression. Given two drug SMILES strings and cell line genomic features, predict the synergy score measuring deviation from expected non-interaction effect. (1) Synergy scores: CSS=83.2, Synergy_ZIP=-1.36, Synergy_Bliss=-0.988, Synergy_Loewe=0.328, Synergy_HSA=1.77. Cell line: MOLT-4. Drug 1: CCC1(CC2CC(C3=C(CCN(C2)C1)C4=CC=CC=C4N3)(C5=C(C=C6C(=C5)C78CCN9C7C(C=CC9)(C(C(C8N6C=O)(C(=O)OC)O)OC(=O)C)CC)OC)C(=O)OC)O.OS(=O)(=O)O. Drug 2: N.N.Cl[Pt+2]Cl. (2) Synergy scores: CSS=16.5, Synergy_ZIP=-7.51, Synergy_Bliss=-3.39, Synergy_Loewe=-1.07, Synergy_HSA=-1.92. Cell line: SF-539. Drug 2: COCCOC1=C(C=C2C(=C1)C(=NC=N2)NC3=CC=CC(=C3)C#C)OCCOC.Cl. Drug 1: COC1=NC(=NC2=C1N=CN2C3C(C(C(O3)CO)O)O)N. (3) Drug 1: CC1=C(C(CCC1)(C)C)C=CC(=CC=CC(=CC(=O)O)C)C. Drug 2: CCC1=C2CN3C(=CC4=C(C3=O)COC(=O)C4(CC)O)C2=NC5=C1C=C(C=C5)O. Cell line: COLO 205. Synergy scores: CSS=38.2, Synergy_ZIP=2.23, Synergy_Bliss=-0.671, Synergy_Loewe=-80.3, Synergy_HSA=-2.19. (4) Drug 1: CC1=C2C(C(=O)C3(C(CC4C(C3C(C(C2(C)C)(CC1OC(=O)C(C(C5=CC=CC=C5)NC(=O)OC(C)(C)C)O)O)OC(=O)C6=CC=CC=C6)(CO4)OC(=O)C)OC)C)OC. Drug 2: CC1=C(C=C(C=C1)C(=O)NC2=CC(=CC(=C2)C(F)(F)F)N3C=C(N=C3)C)NC4=NC=CC(=N4)C5=CN=CC=C5. Cell line: SW-620. Synergy scores: CSS=63.1, Synergy_ZIP=18.9, Synergy_Bliss=21.2, Synergy_Loewe=-11.2, Synergy_HSA=18.8. (5) Drug 1: C1=C(C(=O)NC(=O)N1)N(CCCl)CCCl. Drug 2: C1CCC(C(C1)N)N.C(=O)(C(=O)[O-])[O-].[Pt+4]. Cell line: HL-60(TB). Synergy scores: CSS=65.6, Synergy_ZIP=2.16, Synergy_Bliss=1.40, Synergy_Loewe=2.26, Synergy_HSA=6.31. (6) Drug 1: COC1=C(C=C2C(=C1)N=CN=C2NC3=CC(=C(C=C3)F)Cl)OCCCN4CCOCC4. Drug 2: C1C(C(OC1N2C=C(C(=O)NC2=O)F)CO)O. Cell line: COLO 205. Synergy scores: CSS=46.5, Synergy_ZIP=0.721, Synergy_Bliss=1.13, Synergy_Loewe=-0.781, Synergy_HSA=5.18.